Dataset: Catalyst prediction with 721,799 reactions and 888 catalyst types from USPTO. Task: Predict which catalyst facilitates the given reaction. (1) Reactant: [CH3:1][O:2][C:3]([C:5]1[CH:10]=[CH:9][N:8]2[CH:11]=[N:12][CH:13]=[C:7]2[C:6]=1Cl)=[O:4].[Br:15][C:16]1[CH:22]=[CH:21][C:19]([NH2:20])=[C:18]([F:23])[CH:17]=1.C1(P(C2CCCCC2)C2C=CC=CC=2C2C(OC(C)C)=CC=CC=2OC(C)C)CCCCC1.[O-]P([O-])([O-])=O.[K+].[K+].[K+]. Product: [CH3:1][O:2][C:3]([C:5]1[CH:10]=[CH:9][N:8]2[CH:11]=[N:12][CH:13]=[C:7]2[C:6]=1[NH:20][C:19]1[CH:21]=[CH:22][C:16]([Br:15])=[CH:17][C:18]=1[F:23])=[O:4]. The catalyst class is: 101. (2) Reactant: [C:1]([N:5]([CH2:16][C:17]([O:19]C)=[O:18])[S:6]([C:9]1[CH:14]=[CH:13][C:12]([F:15])=[CH:11][CH:10]=1)(=[O:8])=[O:7])([CH3:4])([CH3:3])[CH3:2].[Li+].[OH-].O.Cl. Product: [C:1]([N:5]([CH2:16][C:17]([OH:19])=[O:18])[S:6]([C:9]1[CH:14]=[CH:13][C:12]([F:15])=[CH:11][CH:10]=1)(=[O:8])=[O:7])([CH3:4])([CH3:2])[CH3:3]. The catalyst class is: 1. (3) Product: [F:43][C:44]([F:49])([F:48])[C:45]([OH:47])=[O:46].[C:1]([S:4][CH:5]1[CH2:10][CH2:9][NH:8][CH2:7]/[C:6]/1=[CH:30]\[C:31]1[N:32]([C:36]([O:38][C:39]([CH3:42])([CH3:41])[CH3:40])=[O:37])[CH:33]=[CH:34][N:35]=1)(=[O:3])[CH3:2]. Reactant: [C:1]([S:4][CH:5]1[CH2:10][CH2:9][N:8](C(C2C=CC=CC=2)(C2C=CC=CC=2)C2C=CC=CC=2)[CH2:7]/[C:6]/1=[CH:30]\[C:31]1[N:32]([C:36]([O:38][C:39]([CH3:42])([CH3:41])[CH3:40])=[O:37])[CH:33]=[CH:34][N:35]=1)(=[O:3])[CH3:2].[F:43][C:44]([F:49])([F:48])[C:45]([OH:47])=[O:46]. The catalyst class is: 4. (4) Reactant: [C:1]1([CH2:7][CH2:8][N:9]2[CH2:14][CH2:13][CH2:12][C:11]3([NH:19][C:18](=[O:20])[C:17]4[CH:21]=[C:22](/[CH:25]=[CH:26]/[C:27]([NH:29][O:30]C5CCCCO5)=[O:28])[CH:23]=[CH:24][C:16]=4[O:15]3)[CH2:10]2)[CH:6]=[CH:5][CH:4]=[CH:3][CH:2]=1.Cl.C(N1CCCC2(NC(=O)C3C=C(/C=C/C(O)=O)C=CC=3O2)C1)C1C=CC=CC=1. Product: [C:1]1([CH2:7][CH2:8][N:9]2[CH2:14][CH2:13][CH2:12][C:11]3([NH:19][C:18](=[O:20])[C:17]4[CH:21]=[C:22](/[CH:25]=[CH:26]/[C:27]([NH:29][OH:30])=[O:28])[CH:23]=[CH:24][C:16]=4[O:15]3)[CH2:10]2)[CH:6]=[CH:5][CH:4]=[CH:3][CH:2]=1. The catalyst class is: 135. (5) Reactant: [C:1]([C:3]1[CH:8]=[C:7]([O:9][C:10]2[CH:15]=[CH:14][C:13]([CH2:16][CH2:17][C:18]([OH:20])=O)=[CH:12][CH:11]=2)[CH:6]=[CH:5][N:4]=1)#[N:2].CN(C(ON1N=NC2C=CC=NC1=2)=[N+](C)C)C.F[P-](F)(F)(F)(F)F.CCN(C(C)C)C(C)C.[Cl:54][C:55]1[CH:61]=[CH:60][C:58]([NH2:59])=[CH:57][CH:56]=1. Product: [Cl:54][C:55]1[CH:61]=[CH:60][C:58]([NH:59][C:18](=[O:20])[CH2:17][CH2:16][C:13]2[CH:12]=[CH:11][C:10]([O:9][C:7]3[CH:6]=[CH:5][N:4]=[C:3]([C:1]#[N:2])[CH:8]=3)=[CH:15][CH:14]=2)=[CH:57][CH:56]=1. The catalyst class is: 31. (6) Reactant: [N+:1]([C:4]1[CH:9]=[CH:8][N:7]2[CH:10]=[C:11]([C:13]([NH2:15])=[O:14])[N:12]=[C:6]2[CH:5]=1)([O-])=O. Product: [NH2:1][C:4]1[CH:9]=[CH:8][N:7]2[CH:10]=[C:11]([C:13]([NH2:15])=[O:14])[N:12]=[C:6]2[CH:5]=1. The catalyst class is: 29. (7) Reactant: [Cl-].O[NH3+:3].[C:4](=[O:7])([O-])[OH:5].[Na+].CS(C)=O.[Si]([O:20][CH2:21][C:22]([CH3:55])([CH3:54])[CH:23]([OH:53])[CH2:24][N:25]1[C:30](=[O:31])[C:29]2[CH:32]=[C:33]([CH2:35][CH3:36])[S:34][C:28]=2[N:27]([CH2:37][C:38]2[CH:43]=[CH:42][C:41]([C:44]3[C:45]([C:50]#[N:51])=[CH:46][CH:47]=[CH:48][CH:49]=3)=[CH:40][CH:39]=2)[C:26]1=[O:52])(C(C)(C)C)(C)C. Product: [OH:53][CH:23]([C:22]([CH3:55])([CH3:54])[CH2:21][OH:20])[CH2:24][N:25]1[C:30](=[O:31])[C:29]2[CH:32]=[C:33]([CH2:35][CH3:36])[S:34][C:28]=2[N:27]([CH2:37][C:38]2[CH:43]=[CH:42][C:41]([C:44]3[CH:49]=[CH:48][CH:47]=[CH:46][C:45]=3[C:50]3[NH:3][C:4](=[O:7])[O:5][N:51]=3)=[CH:40][CH:39]=2)[C:26]1=[O:52]. The catalyst class is: 69. (8) Reactant: [CH3:1][Br:2].[CH:3]([N:6]([CH:24]([CH3:26])[CH3:25])[CH2:7][CH2:8][C@@H:9]([C:16]1[CH:21]=[C:20]([CH3:22])[CH:19]=[CH:18][C:17]=1[OH:23])[C:10]1[CH:15]=[CH:14][CH:13]=[CH:12][CH:11]=1)([CH3:5])[CH3:4]. Product: [Br-:2].[OH:23][C:17]1[CH:18]=[CH:19][C:20]([CH3:22])=[CH:21][C:16]=1[C@@H:9]([C:10]1[CH:15]=[CH:14][CH:13]=[CH:12][CH:11]=1)[CH2:8][CH2:7][N+:6]([CH:3]([CH3:5])[CH3:4])([CH:24]([CH3:26])[CH3:25])[CH3:1]. The catalyst class is: 21. (9) Reactant: [Cl:1][C:2]1[CH:17]=[CH:16][CH:15]=[C:14]([CH3:18])[C:3]=1[C:4]([NH:6][C:7]1[CH:12]=[CH:11][CH:10]=[C:9]([F:13])[CH:8]=1)=[O:5].[Li]CCCC.C(OC(=O)[NH:30][C@@H:31]([CH3:38])[C:32](N(OC)C)=O)(C)(C)C.C([Mg]Cl)(C)C. Product: [NH2:30][C@H:31]([C:38]1[N:6]([C:7]2[CH:12]=[CH:11][CH:10]=[C:9]([F:13])[CH:8]=2)[C:4](=[O:5])[C:3]2[C:14]([CH:18]=1)=[CH:15][CH:16]=[CH:17][C:2]=2[Cl:1])[CH3:32]. The catalyst class is: 1. (10) Reactant: [CH3:1][O:2][C:3]1[CH:26]=[CH:25][C:6]([CH2:7][N:8]([CH3:24])[CH:9]2[CH2:14][CH2:13][N:12](C(OC(C)(C)C)=O)[CH2:11][C:10]2([CH3:23])[CH3:22])=[CH:5][CH:4]=1.C(O)(C(F)(F)F)=O. Product: [CH3:1][O:2][C:3]1[CH:4]=[CH:5][C:6]([CH2:7][N:8]([CH3:24])[CH:9]2[CH2:14][CH2:13][NH:12][CH2:11][C:10]2([CH3:23])[CH3:22])=[CH:25][CH:26]=1. The catalyst class is: 4.